Dataset: Aqueous solubility values for 9,982 compounds from the AqSolDB database. Task: Regression/Classification. Given a drug SMILES string, predict its absorption, distribution, metabolism, or excretion properties. Task type varies by dataset: regression for continuous measurements (e.g., permeability, clearance, half-life) or binary classification for categorical outcomes (e.g., BBB penetration, CYP inhibition). For this dataset (solubility_aqsoldb), we predict Y. (1) The drug is CC(C)c1cccc(C(C)C)c1. The Y is -6.60 log mol/L. (2) The drug is CCOc1cc(N=Nc2cc([N+](=O)[O-])cc([N+](=O)[O-])c2Br)c(NC(C)=O)cc1N(CCOC(C)=O)CCOC(C)=O. The Y is -8.83 log mol/L. (3) The molecule is O=[N+]([O-])c1c(O)cccc1O. The Y is -2.07 log mol/L. (4) The drug is O=P([O-])([O-])[O-].[Cu+2].[Cu+2].[OH-]. The Y is -3.75 log mol/L. (5) The drug is Nc1cccc2c(N)cccc12. The Y is -2.77 log mol/L. (6) The drug is CC1=CC(C)(C)Nc2ccccc21. The Y is -5.24 log mol/L. (7) The molecule is [NH3+][C@H]1CCCC[C@H]1[NH3+]. The Y is 0.889 log mol/L.